This data is from Forward reaction prediction with 1.9M reactions from USPTO patents (1976-2016). The task is: Predict the product of the given reaction. (1) Given the reactants [CH3:1][C:2]1[CH:7]=[CH:6][CH:5]=[C:4]([CH3:8])[N+:3]=1[O-].[C:10]([O:13]C(=O)C)(=[O:12])[CH3:11], predict the reaction product. The product is: [C:10]([O:13][CH2:1][C:2]1[CH:7]=[CH:6][CH:5]=[C:4]([CH3:8])[N:3]=1)(=[O:12])[CH3:11]. (2) Given the reactants [Cl:1][C:2]1[CH:7]=[CH:6][CH:5]=[C:4]([CH3:8])[C:3]=1[NH:9][C:10]1[NH:11][C:12]2[C:18]3[CH2:19][C:20]([CH3:23])([CH3:22])[O:21][C:17]=3[C:16]([C:24]([NH:26][C:27]3[CH:32]=[C:31]([C:33]([F:36])([F:35])[F:34])[CH:30]=[CH:29][C:28]=3[F:37])=[O:25])=[CH:15][C:13]=2[N:14]=1.[F:38][C:39]([F:44])([F:43])[C:40]([OH:42])=[O:41], predict the reaction product. The product is: [F:38][C:39]([F:44])([F:43])[C:40]([OH:42])=[O:41].[Cl:1][C:2]1[CH:7]=[CH:6][CH:5]=[C:4]([CH3:8])[C:3]=1[NH:9][C:10]1[NH:11][C:12]2[C:18]3[CH2:19][C:20]([CH3:22])([CH3:23])[O:21][C:17]=3[C:16]([C:24]([NH:26][C:27]3[CH:32]=[C:31]([C:33]([F:36])([F:34])[F:35])[CH:30]=[CH:29][C:28]=3[F:37])=[O:25])=[CH:15][C:13]=2[N:14]=1. (3) Given the reactants ClC1C=CC=C(F)C=1C(=O)C.[Cl:12][C:13]1[CH:18]=[CH:17][CH:16]=[C:15]([F:19])[C:14]=1[CH:20]1[NH:25][C:24]2[CH:26]=[CH:27][C:28](B3OC(C)(C)C(C)(C)O3)=[CH:29][C:23]=2[O:22][CH2:21]1.Br[C:40]1[CH:45]=[CH:44][C:43]([C:46]([F:49])([F:48])[F:47])=[CH:42][C:41]=1[CH3:50], predict the reaction product. The product is: [Cl:12][C:13]1[CH:18]=[CH:17][CH:16]=[C:15]([F:19])[C:14]=1[CH:20]1[NH:25][C:24]2[CH:26]=[CH:27][C:28]([C:40]3[CH:45]=[CH:44][C:43]([C:46]([F:47])([F:49])[F:48])=[CH:42][C:41]=3[CH3:50])=[CH:29][C:23]=2[O:22][CH2:21]1. (4) Given the reactants [CH:1]1([N:5]2[CH2:10][CH2:9][N:8]([C:11]([O:13][C:14]([CH3:17])([CH3:16])[CH3:15])=[O:12])[C@@H:7]([C:18]([N:20]3[CH2:25][CH2:24][NH:23][CH2:22][CH2:21]3)=[O:19])[CH2:6]2)[CH2:4][CH2:3][CH2:2]1.C(N(CC)CC)C.[F:33][C:34]([F:45])([F:44])[C:35]1[CH:40]=[CH:39][C:38]([N:41]=[C:42]=[O:43])=[CH:37][CH:36]=1, predict the reaction product. The product is: [CH:1]1([N:5]2[CH2:10][CH2:9][N:8]([C:11]([O:13][C:14]([CH3:17])([CH3:16])[CH3:15])=[O:12])[C@@H:7]([C:18]([N:20]3[CH2:21][CH2:22][N:23]([C:42]([NH:41][C:38]4[CH:37]=[CH:36][C:35]([C:34]([F:33])([F:44])[F:45])=[CH:40][CH:39]=4)=[O:43])[CH2:24][CH2:25]3)=[O:19])[CH2:6]2)[CH2:2][CH2:3][CH2:4]1.